From a dataset of Forward reaction prediction with 1.9M reactions from USPTO patents (1976-2016). Predict the product of the given reaction. (1) Given the reactants CS(O[CH2:6][CH:7]1[CH2:12][CH2:11][N:10]([C:13]([O:15][C:16]([CH3:19])([CH3:18])[CH3:17])=[O:14])[CH2:9][CH2:8]1)(=O)=O.[O:20]1[CH2:24][C:23](=[O:25])[NH:22][C:21]1=[O:26].CN(C)C(N(C)C)=N, predict the reaction product. The product is: [O:26]=[C:21]1[N:22]([CH2:6][CH:7]2[CH2:12][CH2:11][N:10]([C:13]([O:15][C:16]([CH3:19])([CH3:18])[CH3:17])=[O:14])[CH2:9][CH2:8]2)[C:23](=[O:25])[CH2:24][O:20]1. (2) Given the reactants [F-].[Cs+].[CH3:9][O:10][CH2:11][CH2:12]OC[CH2:9][O:10][CH2:11][CH2:12]OC.[F:15][C:16]([F:24])([F:23])[C:17]1([F:22])[O:21][C:18]1([F:20])[F:19].C1OC1C.[C:29]([O:33][CH2:34][CH:35]1[O:37][CH2:36]1)(=[O:32])[CH:30]=[CH2:31].C(Cl)(=O)C, predict the reaction product. The product is: [F:15][C:16]([F:24])([F:23])[C:17]1([F:22])[O:21][C:18]1([F:20])[F:19].[CH2:9]1[O:10][CH:11]1[CH3:12].[C:29]([O:33][CH2:34][CH:35]1[O:37][CH2:36]1)(=[O:32])[CH:30]=[CH2:31]. (3) Given the reactants [F:1][C:2]1[CH:3]=[C:4]([CH:36]=[CH:37][C:38]=1[OH:39])[C:5]([N:7]([CH:33]([CH3:35])[CH3:34])[C:8]1[CH:13]=[C:12]([O:14][CH3:15])[CH:11]=[CH:10][C:9]=1[CH:16]1[CH2:25][CH2:24][C:23]2[CH:22]=[C:21]([O:26]C(=O)C(C)(C)C)[CH:20]=[CH:19][C:18]=2[CH2:17]1)=O.Cl[CH2:41][C:42]([N:44]1[CH2:49][CH2:48][O:47][CH2:46][CH2:45]1)=O, predict the reaction product. The product is: [F:1][C:2]1[CH:3]=[C:4]([CH:36]=[CH:37][C:38]=1[O:39][CH2:41][CH2:42][N:44]1[CH2:49][CH2:48][O:47][CH2:46][CH2:45]1)[CH2:5][N:7]([CH:33]([CH3:35])[CH3:34])[C:8]1[CH:13]=[C:12]([O:14][CH3:15])[CH:11]=[CH:10][C:9]=1[CH:16]1[CH2:25][CH2:24][C:23]2[CH:22]=[C:21]([OH:26])[CH:20]=[CH:19][C:18]=2[CH2:17]1. (4) Given the reactants [F:1][C:2]([F:24])([F:23])[CH2:3][CH2:4][CH2:5][O:6][C:7](=[O:22])[N:8]([C@@H:10]1[C@@H:14]([C:15]2[CH:20]=[CH:19][C:18]([Cl:21])=[CH:17][CH:16]=2)[CH2:13][NH:12][CH2:11]1)[CH3:9].[CH3:25][C:26]1([C:29]([N:31]2[CH2:36][CH2:35][CH:34]([C:37]([OH:39])=[O:38])[CH2:33][CH2:32]2)=[O:30])[CH2:28][CH2:27]1, predict the reaction product. The product is: [F:24][C:2]([F:1])([F:23])[CH2:3][CH2:4][CH2:5][O:6][C:7](=[O:22])[N:8]([C@@H:10]1[C@@H:14]([C:15]2[CH:16]=[CH:17][C:18]([Cl:21])=[CH:19][CH:20]=2)[CH2:13][N:12]([C:37]([CH:34]2[CH2:33][CH2:32][N:31]([C:29]([C:26]3([CH3:25])[CH2:28][CH2:27]3)=[O:30])[CH2:36][CH2:35]2)=[O:38])[CH2:11]1)[CH3:9].[F:24][C:2]([F:1])([F:23])[CH2:3][CH2:4][CH2:5][O:6][C:7](=[O:22])[N:8]([C@H:10]1[C@H:14]([C:15]2[CH:16]=[CH:17][C:18]([Cl:21])=[CH:19][CH:20]=2)[CH2:13][N:12]([C:37]([CH:34]2[CH2:33][CH2:32][N:31]([C:29]([C:26]3([CH3:25])[CH2:27][CH2:28]3)=[O:30])[CH2:36][CH2:35]2)=[O:39])[CH2:11]1)[CH3:9].